Dataset: Reaction yield outcomes from USPTO patents with 853,638 reactions. Task: Predict the reaction yield, written as a fraction of the theoretical maximum amount of product (1.0 means a 100% yield; for example, 0.34 means a 34% yield). (1) The reactants are C([O:3][C:4](=[O:38])[CH2:5][N:6]1[C:10]([C:11]2[CH:16]=[CH:15][CH:14]=[CH:13][C:12]=2[C:17]2[N:21]([C:22]([CH3:25])([CH3:24])[CH3:23])[C:20]3[CH:26]=[CH:27][C:28]([C:30]4[CH:31]=[N:32][C:33]([NH2:36])=[N:34][CH:35]=4)=[CH:29][C:19]=3[N:18]=2)=[N:9][C:8]([CH3:37])=[N:7]1)C. The catalyst is C(#N)C. The product is [NH2:36][C:33]1[N:34]=[CH:35][C:30]([C:28]2[CH:27]=[CH:26][C:20]3[N:21]([C:22]([CH3:23])([CH3:24])[CH3:25])[C:17]([C:12]4[CH:13]=[CH:14][CH:15]=[CH:16][C:11]=4[C:10]4[N:6]([CH2:5][C:4]([OH:38])=[O:3])[N:7]=[C:8]([CH3:37])[N:9]=4)=[N:18][C:19]=3[CH:29]=2)=[CH:31][N:32]=1. The yield is 0.380. (2) The reactants are FC(F)(F)C(O)=O.C([O:12][C:13](=[O:24])[CH2:14][N:15]1[CH:19]=[C:18]([C:20]([F:23])([F:22])[F:21])[CH:17]=[N:16]1)(C)(C)C. The catalyst is C(Cl)Cl. The product is [F:22][C:20]([F:21])([F:23])[C:18]1[CH:17]=[N:16][N:15]([CH2:14][C:13]([OH:24])=[O:12])[CH:19]=1. The yield is 0.790. (3) The reactants are [CH:1]1([N:5]2[CH2:10][CH2:9][N:8]([C:11]([C:13]3[CH:14]=[C:15]4[C:19](=[CH:20][CH:21]=3)[NH:18][C:17]([C:22]([N:24]3[CH2:29][CH2:28][S:27](=[O:31])(=[O:30])[CH2:26][CH2:25]3)=[O:23])=[CH:16]4)=[O:12])[CH2:7][CH2:6]2)[CH2:4][CH2:3][CH2:2]1.[Cl:32][C:33]1[CH:38]=[CH:37][C:36](B(O)O)=[CH:35][N:34]=1.N1C=CC=CC=1. The catalyst is ClCCl.C([O-])(=O)C.[Cu+2].C([O-])(=O)C. The product is [Cl:32][C:33]1[N:34]=[CH:35][C:36]([N:18]2[C:19]3[C:15](=[CH:14][C:13]([C:11]([N:8]4[CH2:7][CH2:6][N:5]([CH:1]5[CH2:2][CH2:3][CH2:4]5)[CH2:10][CH2:9]4)=[O:12])=[CH:21][CH:20]=3)[CH:16]=[C:17]2[C:22]([N:24]2[CH2:29][CH2:28][S:27](=[O:30])(=[O:31])[CH2:26][CH2:25]2)=[O:23])=[CH:37][CH:38]=1. The yield is 0.540. (4) The reactants are [F:1][C:2]1[CH:7]=[C:6]([OH:8])[CH:5]=[C:4]([F:9])[C:3]=1[C:10]1[N:15]=[C:14]([C:16]([O:18][CH3:19])=[O:17])[CH:13]=[CH:12][CH:11]=1.C([O-])([O-])=O.[K+].[K+].I[CH:27]([CH3:29])[CH3:28]. The catalyst is CN(C=O)C. The product is [F:1][C:2]1[CH:7]=[C:6]([O:8][CH:27]([CH3:29])[CH3:28])[CH:5]=[C:4]([F:9])[C:3]=1[C:10]1[N:15]=[C:14]([C:16]([O:18][CH3:19])=[O:17])[CH:13]=[CH:12][CH:11]=1. The yield is 0.860. (5) The reactants are [C:1]([C:3]1[CH:8]=[CH:7][CH:6]=[CH:5][C:4]=1[C:9]1[CH:14]=[CH:13][C:12]([CH2:15][C:16]2[C:17](=[O:37])[N:18]([C@H:28]3[CH2:31][C@H:30]([C:32]([O:34]CC)=O)[CH2:29]3)[C:19]3[N:20]([N:25]=[CH:26][N:27]=3)[C:21]=2[CH2:22][CH2:23][CH3:24])=[C:11]([F:38])[CH:10]=1)#[N:2].[OH-].[Na+].Cl.[CH3:42][Mg]Br. The catalyst is O1CCCC1.C(O)C. The product is [C:32]([C@H:30]1[CH2:29][C@H:28]([N:18]2[C:17](=[O:37])[C:16]([CH2:15][C:12]3[CH:13]=[CH:14][C:9]([C:4]4[C:3]([C:1]#[N:2])=[CH:8][CH:7]=[CH:6][CH:5]=4)=[CH:10][C:11]=3[F:38])=[C:21]([CH2:22][CH2:23][CH3:24])[N:20]3[N:25]=[CH:26][N:27]=[C:19]23)[CH2:31]1)(=[O:34])[CH3:42]. The yield is 0.600. (6) The reactants are Cl.[NH2:2][CH2:3][C:4](=[O:17])[C:5]([C:8]1[CH:13]=[CH:12][C:11]([F:14])=[C:10]([O:15][CH3:16])[CH:9]=1)([CH3:7])[CH3:6].[F:18][C:19]1[CH:24]=[CH:23][C:22]([N:25]=[C:26]=[S:27])=[CH:21][CH:20]=1.CCN(CC)CC. The catalyst is C(Cl)Cl. The product is [F:14][C:11]1[CH:12]=[CH:13][C:8]([C:5]([CH3:7])([CH3:6])[C:4](=[O:17])[CH2:3][NH:2][C:26]([NH:25][C:22]2[CH:23]=[CH:24][C:19]([F:18])=[CH:20][CH:21]=2)=[S:27])=[CH:9][C:10]=1[O:15][CH3:16]. The yield is 0.880. (7) The reactants are [CH:1]1([C:5]([O:7][CH2:8][CH3:9])=[O:6])[CH2:4][CH2:3][CH2:2]1.C([N-]C(C)C)(C)C.[Li+].Br[CH2:19][CH2:20][O:21][CH2:22][C:23]1[CH:28]=[CH:27][CH:26]=[CH:25][CH:24]=1. The catalyst is O1CCCC1. The product is [CH2:22]([O:21][CH2:20][CH2:19][C:1]1([C:5]([O:7][CH2:8][CH3:9])=[O:6])[CH2:4][CH2:3][CH2:2]1)[C:23]1[CH:28]=[CH:27][CH:26]=[CH:25][CH:24]=1. The yield is 0.700. (8) The reactants are [CH2:1]([N:8]1[C:17]2[C:12](=[C:13]([N:19]3[CH2:24][CH2:23][NH:22][CH2:21][CH2:20]3)[CH:14]=[C:15]([Cl:18])[CH:16]=2)[C:11](=[O:25])[N:10]([CH2:26][C:27]2[CH:32]=[CH:31][CH:30]=[CH:29][C:28]=2[O:33]C)[C:9]1=[O:35])[C:2]1[CH:7]=[CH:6][CH:5]=[CH:4][CH:3]=1.B(Br)(Br)Br. The yield is 0.770. The catalyst is C(Cl)Cl. The product is [CH2:1]([N:8]1[C:17]2[C:12](=[C:13]([N:19]3[CH2:20][CH2:21][NH:22][CH2:23][CH2:24]3)[CH:14]=[C:15]([Cl:18])[CH:16]=2)[C:11](=[O:25])[N:10]([CH2:26][C:27]2[CH:32]=[CH:31][CH:30]=[CH:29][C:28]=2[OH:33])[C:9]1=[O:35])[C:2]1[CH:7]=[CH:6][CH:5]=[CH:4][CH:3]=1.